Dataset: Reaction yield outcomes from USPTO patents with 853,638 reactions. Task: Predict the reaction yield, written as a fraction of the theoretical maximum amount of product (1.0 means a 100% yield; for example, 0.34 means a 34% yield). The reactants are [F:1][C:2]1[CH:16]=[C:15]([N+:17]([O-])=O)[C:14]([F:20])=[CH:13][C:3]=1[O:4][C:5]1[CH:10]=[CH:9][N:8]=[C:7]([NH2:11])[C:6]=1[I:12].O.O.[Sn](Cl)Cl. The catalyst is CCO. The product is [NH2:17][C:15]1[C:14]([F:20])=[CH:13][C:3]([O:4][C:5]2[CH:10]=[CH:9][N:8]=[C:7]([NH2:11])[C:6]=2[I:12])=[C:2]([F:1])[CH:16]=1. The yield is 0.510.